From a dataset of Human liver microsome stability data. Regression/Classification. Given a drug SMILES string, predict its absorption, distribution, metabolism, or excretion properties. Task type varies by dataset: regression for continuous measurements (e.g., permeability, clearance, half-life) or binary classification for categorical outcomes (e.g., BBB penetration, CYP inhibition). Dataset: hlm. The compound is N#CCCCn1c(Cn2c(=O)n(C3CCC3)c3ccncc32)nc2ccccc21. The result is 1 (stable in human liver microsomes).